This data is from Forward reaction prediction with 1.9M reactions from USPTO patents (1976-2016). The task is: Predict the product of the given reaction. (1) Given the reactants [C:1]([C:3]1[CH:12]=[CH:11][C:6]([C:7]([O:9][CH3:10])=[O:8])=[CH:5][CH:4]=1)#[CH:2].C1C=CC(P(C2C=CC=CC=2)C2C=CC=CC=2)=CC=1.Br[CH:33]=[C:34]([CH3:36])[CH3:35], predict the reaction product. The product is: [CH3:35][C:34]([CH3:36])=[CH:33][C:2]#[C:1][C:3]1[CH:12]=[CH:11][C:6]([C:7]([O:9][CH3:10])=[O:8])=[CH:5][CH:4]=1. (2) Given the reactants [Cl:1][C:2]1[C:10]([N+:11]([O-:13])=[O:12])=[C:9]([Cl:14])[C:8](F)=[CH:7][C:3]=1[C:4]([OH:6])=[O:5].[CH3:16][O-:17].[Na+].Cl, predict the reaction product. The product is: [Cl:1][C:2]1[C:10]([N+:11]([O-:13])=[O:12])=[C:9]([Cl:14])[C:8]([O:17][CH3:16])=[CH:7][C:3]=1[C:4]([OH:6])=[O:5]. (3) The product is: [Br:44][C:20]1[CH:19]=[C:18]([C:27]2[CH:36]=[CH:35][C:34]3[C:29](=[CH:30][CH:31]=[CH:32][CH:33]=3)[CH:28]=2)[C:17]2[C:26]3=[C:25]4[C:14]([CH:13]=[CH:12][C:11]([C:2]5[CH:3]=[CH:4][C:5]6[C:10](=[CH:9][CH:8]=[CH:7][CH:6]=6)[CH:1]=5)=[C:24]4[CH:23]=[CH:22][C:21]=13)=[CH:15][CH:16]=2. Given the reactants [CH:1]1[C:10]2[C:5](=[CH:6][CH:7]=[CH:8][CH:9]=2)[CH:4]=[CH:3][C:2]=1[C:11]1[C:24]2[C:25]3=[C:26]4[C:21](=[CH:22][CH:23]=2)[CH:20]=[CH:19][C:18]([C:27]2[CH:36]=[CH:35][C:34]5[C:29](=[CH:30][CH:31]=[CH:32][CH:33]=5)[CH:28]=2)=[C:17]4[CH:16]=[CH:15][C:14]3=[CH:13][CH:12]=1.C1C(=O)N([Br:44])C(=O)C1.O.CCCCCC.C1(C)C=CC=CC=1, predict the reaction product. (4) Given the reactants [C:1]([O:5][C:6]([NH:8][C@@H:9]1[CH2:11][C@H:10]1[C:12]1[CH:13]=[C:14]([C:18]([OH:20])=O)[S:15][C:16]=1[CH3:17])=[O:7])([CH3:4])([CH3:3])[CH3:2].[O:21]1[CH2:26][CH2:25][CH:24]([NH2:27])[CH2:23][CH2:22]1.C(N(CC)CC)C.F[P-](F)(F)(F)(F)F.N1(OC(N(C)C)=[N+](C)C)C2N=CC=CC=2N=N1, predict the reaction product. The product is: [C:1]([O:5][C:6](=[O:7])[NH:8][C@@H:9]1[CH2:11][C@H:10]1[C:12]1[CH:13]=[C:14]([C:18](=[O:20])[NH:27][CH:24]2[CH2:25][CH2:26][O:21][CH2:22][CH2:23]2)[S:15][C:16]=1[CH3:17])([CH3:2])([CH3:3])[CH3:4]. (5) The product is: [C:30]([O:29][C:28]([NH:27][O:26][C:13]([O:11][CH2:10][CH2:9][O:8][Si:1]([C:4]([CH3:6])([CH3:7])[CH3:5])([CH3:3])[CH3:2])=[O:12])=[O:34])([CH3:33])([CH3:32])[CH3:31]. Given the reactants [Si:1]([O:8][CH2:9][CH2:10][OH:11])([C:4]([CH3:7])([CH3:6])[CH3:5])([CH3:3])[CH3:2].[O:12]=[C:13](Cl)OC(Cl)(Cl)Cl.N1C=CC=CC=1.[OH:26][NH:27][C:28](=[O:34])[O:29][C:30]([CH3:33])([CH3:32])[CH3:31], predict the reaction product.